Task: Predict the reaction yield, written as a fraction of the theoretical maximum amount of product (1.0 means a 100% yield; for example, 0.34 means a 34% yield).. Dataset: Reaction yield outcomes from USPTO patents with 853,638 reactions (1) The reactants are [Br:1][C:2]1[CH:3]=[CH:4][C:5]2[O:10][C:9](=[O:11])[CH:8]=[C:7]([O:12][CH2:13][CH2:14][CH2:15][O:16]C3CCCCO3)[C:6]=2[CH:23]=1.CC(O)=O.C1COCC1. The product is [Br:1][C:2]1[CH:3]=[CH:4][C:5]2[O:10][C:9](=[O:11])[CH:8]=[C:7]([O:12][CH2:13][CH2:14][CH2:15][OH:16])[C:6]=2[CH:23]=1. The catalyst is O. The yield is 0.600. (2) The reactants are [CH3:1][C:2]([CH:4]1[S:11][CH:5]1[CH2:6][CH2:7][CH2:8][CH2:9][CH3:10])=[CH2:3]. The catalyst is C1C=CC=CC=1. The product is [CH3:3][C:2]1[CH2:4][S:11][CH:5]([CH2:6][CH2:7][CH2:8][CH2:9][CH3:10])[CH:1]=1. The yield is 0.920. (3) The reactants are [CH:1]([N:3]1[CH2:9][C:8]2[CH:10]=[CH:11][C:12]([C:14](OC)=[O:15])=[CH:13][C:7]=2[O:6][C@H:5]([CH3:18])[CH2:4]1)=[O:2].[OH-:19].[Na+].[NH2:21]O. The catalyst is C1COCC1.CO. The product is [CH:1]([N:3]1[CH2:9][C:8]2[CH:10]=[CH:11][C:12]([C:14]([NH:21][OH:19])=[O:15])=[CH:13][C:7]=2[O:6][C@H:5]([CH3:18])[CH2:4]1)=[O:2]. The yield is 0.0700. (4) The reactants are [O:1]1[CH:5]=[CH:4][CH:3]=[C:2]1[C:6]1[N:11]=[C:10]([NH2:12])[N:9]=[C:8]2[N:13]([CH2:16][C:17]3[CH:22]=[CH:21][CH:20]=[C:19]([N+:23]([O-])=O)[CH:18]=3)[N:14]=[CH:15][C:7]=12.O.O.Cl[Sn]Cl.[OH-].[Na+]. The catalyst is CCO.Cl. The product is [NH2:23][C:19]1[CH:18]=[C:17]([CH:22]=[CH:21][CH:20]=1)[CH2:16][N:13]1[C:8]2=[N:9][C:10]([NH2:12])=[N:11][C:6]([C:2]3[O:1][CH:5]=[CH:4][CH:3]=3)=[C:7]2[CH:15]=[N:14]1. The yield is 0.940. (5) The reactants are [CH2:1]([O:3][C:4]([C:6]1[S:10][C:9]([CH2:11][CH2:12][CH2:13][CH2:14][N:15]2[CH:19]=[C:18]([C:20]([OH:22])=O)[N:17]=[N:16]2)=[N:8][N:7]=1)=[O:5])[CH3:2].[F:23][C:24]([F:34])([F:33])[C:25]1[CH:26]=[C:27]([CH2:31][NH2:32])[CH:28]=[CH:29][CH:30]=1.CN(C(ON1N=NC2C=CC=NC1=2)=[N+](C)C)C.F[P-](F)(F)(F)(F)F.CCN(C(C)C)C(C)C. The catalyst is CN(C=O)C.O. The product is [F:23][C:24]([F:33])([F:34])[C:25]1[CH:26]=[C:27]([CH:28]=[CH:29][CH:30]=1)[CH2:31][NH:32][C:20]([C:18]1[N:17]=[N:16][N:15]([CH2:14][CH2:13][CH2:12][CH2:11][C:9]2[S:10][C:6]([C:4]([O:3][CH2:1][CH3:2])=[O:5])=[N:7][N:8]=2)[CH:19]=1)=[O:22]. The yield is 0.910. (6) The reactants are [CH3:1][C:2]1[CH:7]=[CH:6][C:5]([CH3:8])=[CH:4][C:3]=1[NH:9][C:10]1[N:15]2[N:16]=[CH:17][C:18]([C:19](O)=[O:20])=[C:14]2[N:13]=[CH:12][C:11]=1[C:22]([N:24]1[CH2:29][CH2:28][CH:27]([C:30]2[CH:35]=[CH:34][C:33]([F:36])=[CH:32][CH:31]=2)[CH2:26][CH2:25]1)=[O:23].[CH:37]1([S:40]([NH2:43])(=[O:42])=[O:41])[CH2:39][CH2:38]1. No catalyst specified. The product is [CH3:1][C:2]1[CH:7]=[CH:6][C:5]([CH3:8])=[CH:4][C:3]=1[NH:9][C:10]1[N:15]2[N:16]=[CH:17][C:18]([C:19]([NH:43][S:40]([CH:37]3[CH2:39][CH2:38]3)(=[O:42])=[O:41])=[O:20])=[C:14]2[N:13]=[CH:12][C:11]=1[C:22]([N:24]1[CH2:25][CH2:26][CH:27]([C:30]2[CH:35]=[CH:34][C:33]([F:36])=[CH:32][CH:31]=2)[CH2:28][CH2:29]1)=[O:23]. The yield is 0.320. (7) The reactants are [Br:1][C:2]1[CH:7]=[C:6]([CH3:8])[C:5]([P:9]([C:19]2[CH:24]=[CH:23][CH:22]=[CH:21][CH:20]=2)[C:10]2[C:15]([CH3:16])=[CH:14][C:13]([Br:17])=[C:12]([CH3:18])[CH:11]=2)=[CH:4][C:3]=1[CH3:25].ClC1C=C(C=CC=1)C(OO)=[O:31]. The catalyst is C(Cl)Cl. The product is [Br:17][C:13]1[CH:14]=[C:15]([CH3:16])[C:10]([P:9](=[O:31])([C:19]2[CH:24]=[CH:23][CH:22]=[CH:21][CH:20]=2)[C:5]2[C:6]([CH3:8])=[CH:7][C:2]([Br:1])=[C:3]([CH3:25])[CH:4]=2)=[CH:11][C:12]=1[CH3:18]. The yield is 0.630.